From a dataset of Full USPTO retrosynthesis dataset with 1.9M reactions from patents (1976-2016). Predict the reactants needed to synthesize the given product. (1) Given the product [N+:1]1([O-:2])[C:4]2[CH:12]=[C:11]3[C:7](=[CH:6][C:5]=2[N:13]=[C:15]([NH2:16])[N:14]=1)[CH2:8][CH2:9][CH2:10]3, predict the reactants needed to synthesize it. The reactants are: [N+:1]([C:4]1[CH:12]=[C:11]2[C:7]([CH2:8][CH2:9][CH2:10]2)=[CH:6][C:5]=1[NH2:13])([O-])=[O:2].[N:14]#[C:15][NH2:16].[CH]Cl.[OH-].[Na+]. (2) Given the product [OH:1][C@@H:2]1[C@@H:10]([C@@H:11]([O:16][CH3:29])[C:12]([F:14])([F:13])[F:15])[O:9][C@H:8]2[C@H:4]([N:5]=[C:6]([N:17]([CH2:25][CH3:26])[C:18](=[O:24])[O:19][C:20]([CH3:22])([CH3:23])[CH3:21])[S:7]2)[C@H:3]1[OH:27], predict the reactants needed to synthesize it. The reactants are: [OH:1][C@@H:2]1[C@@H:10]([C@@H:11]([OH:16])[C:12]([F:15])([F:14])[F:13])[O:9][C@H:8]2[C@H:4]([N:5]=[C:6]([N:17]([CH2:25][CH3:26])[C:18](=[O:24])[O:19][C:20]([CH3:23])([CH3:22])[CH3:21])[S:7]2)[C@H:3]1[OH:27].[Li+].[CH3:29][Si]([N-][Si](C)(C)C)(C)C.CI. (3) Given the product [CH2:11]([O:1][C:2]1[CH:10]=[CH:9][CH:8]=[C:7]2[C:3]=1[CH:4]=[CH:5][NH:6]2)[CH3:12], predict the reactants needed to synthesize it. The reactants are: [OH:1][C:2]1[CH:10]=[CH:9][CH:8]=[C:7]2[C:3]=1[CH:4]=[CH:5][NH:6]2.[CH2:11](O)[CH3:12]. (4) The reactants are: [C:1]([OH:6])(=O)[C@H:2]([CH3:4])[OH:3].[Cl:7][C:8]1[CH:9]=[C:10]([NH:22][C:23]2[C:32]3[C:27](=[CH:28][CH:29]=[CH:30][C:31]=3[O:33][CH2:34][C@H:35]3[CH2:39][CH2:38][CH2:37][NH:36]3)[N:26]=[CH:25][N:24]=2)[CH:11]=[CH:12][C:13]=1[O:14][CH2:15][C:16]1[CH:21]=[CH:20][CH:19]=[CH:18][N:17]=1. Given the product [Cl:7][C:8]1[CH:9]=[C:10]([NH:22][C:23]2[C:32]3[C:27](=[CH:28][CH:29]=[CH:30][C:31]=3[O:33][CH2:34][C@H:35]3[CH2:39][CH2:38][CH2:37][N:36]3[C:1](=[O:6])[C@@H:2]([OH:3])[CH3:4])[N:26]=[CH:25][N:24]=2)[CH:11]=[CH:12][C:13]=1[O:14][CH2:15][C:16]1[CH:21]=[CH:20][CH:19]=[CH:18][N:17]=1, predict the reactants needed to synthesize it. (5) Given the product [C:17]([CH2:16][CH2:15][C:14]([O:13][CH2:12][O:11][C:9](=[O:10])[CH2:8][CH2:7][C:6]([OH:25])=[O:5])=[O:24])([OH:19])=[O:18], predict the reactants needed to synthesize it. The reactants are: C([O:5][C:6](=[O:25])[CH2:7][CH2:8][C:9]([O:11][CH2:12][O:13][C:14](=[O:24])[CH2:15][CH2:16][C:17]([O:19]C(C)(C)C)=[O:18])=[O:10])(C)(C)C.FC(F)(F)C(O)=O. (6) Given the product [CH3:1][O:2][C:3]([C:5]1[CH:6]=[CH:7][C:8]([CH2:11][NH:12][C:13]2[CH:18]=[CH:17][C:16]([C:19]3[O:20][C:21]4[CH:27]=[CH:26][CH:25]=[CH:24][C:22]=4[N:23]=3)=[CH:15][C:14]=2[NH2:28])=[CH:9][CH:10]=1)=[O:4], predict the reactants needed to synthesize it. The reactants are: [CH3:1][O:2][C:3]([C:5]1[CH:10]=[CH:9][C:8]([CH2:11][NH:12][C:13]2[CH:18]=[CH:17][C:16]([C:19]3[O:20][C:21]4[CH:27]=[CH:26][CH:25]=[CH:24][C:22]=4[N:23]=3)=[CH:15][C:14]=2[N+:28]([O-])=O)=[CH:7][CH:6]=1)=[O:4].C(O)(=O)C.CO.C(=O)([O-])O.[Na+].